From a dataset of NCI-60 drug combinations with 297,098 pairs across 59 cell lines. Regression. Given two drug SMILES strings and cell line genomic features, predict the synergy score measuring deviation from expected non-interaction effect. (1) Drug 1: C1=CC=C(C=C1)NC(=O)CCCCCCC(=O)NO. Drug 2: CC12CCC3C(C1CCC2O)C(CC4=C3C=CC(=C4)O)CCCCCCCCCS(=O)CCCC(C(F)(F)F)(F)F. Cell line: K-562. Synergy scores: CSS=27.8, Synergy_ZIP=0.916, Synergy_Bliss=0.627, Synergy_Loewe=1.01, Synergy_HSA=3.39. (2) Drug 1: C1CCC(C1)C(CC#N)N2C=C(C=N2)C3=C4C=CNC4=NC=N3. Drug 2: CC(C)NC(=O)C1=CC=C(C=C1)CNNC.Cl. Cell line: NCI/ADR-RES. Synergy scores: CSS=-4.33, Synergy_ZIP=1.71, Synergy_Bliss=-0.585, Synergy_Loewe=-4.74, Synergy_HSA=-4.45. (3) Cell line: MALME-3M. Synergy scores: CSS=13.9, Synergy_ZIP=-1.94, Synergy_Bliss=5.08, Synergy_Loewe=-9.34, Synergy_HSA=0.787. Drug 1: C1CCC(CC1)NC(=O)N(CCCl)N=O. Drug 2: CCC1(CC2CC(C3=C(CCN(C2)C1)C4=CC=CC=C4N3)(C5=C(C=C6C(=C5)C78CCN9C7C(C=CC9)(C(C(C8N6C=O)(C(=O)OC)O)OC(=O)C)CC)OC)C(=O)OC)O.OS(=O)(=O)O. (4) Synergy scores: CSS=3.43, Synergy_ZIP=-2.58, Synergy_Bliss=-4.64, Synergy_Loewe=-14.4, Synergy_HSA=-4.37. Drug 1: CCC1(CC2CC(C3=C(CCN(C2)C1)C4=CC=CC=C4N3)(C5=C(C=C6C(=C5)C78CCN9C7C(C=CC9)(C(C(C8N6C=O)(C(=O)OC)O)OC(=O)C)CC)OC)C(=O)OC)O.OS(=O)(=O)O. Drug 2: CCCCCOC(=O)NC1=NC(=O)N(C=C1F)C2C(C(C(O2)C)O)O. Cell line: COLO 205. (5) Drug 1: C1C(C(OC1N2C=C(C(=O)NC2=O)F)CO)O. Drug 2: C1C(C(OC1N2C=NC3=C2NC=NCC3O)CO)O. Cell line: NCI-H322M. Synergy scores: CSS=-0.00200, Synergy_ZIP=0.291, Synergy_Bliss=-0.123, Synergy_Loewe=-4.66, Synergy_HSA=-4.57. (6) Drug 1: CN1CCC(CC1)COC2=C(C=C3C(=C2)N=CN=C3NC4=C(C=C(C=C4)Br)F)OC. Drug 2: CC1CCC2CC(C(=CC=CC=CC(CC(C(=O)C(C(C(=CC(C(=O)CC(OC(=O)C3CCCCN3C(=O)C(=O)C1(O2)O)C(C)CC4CCC(C(C4)OC)O)C)C)O)OC)C)C)C)OC. Cell line: OVCAR-8. Synergy scores: CSS=24.8, Synergy_ZIP=3.59, Synergy_Bliss=5.28, Synergy_Loewe=-1.16, Synergy_HSA=6.97.